Dataset: Full USPTO retrosynthesis dataset with 1.9M reactions from patents (1976-2016). Task: Predict the reactants needed to synthesize the given product. (1) Given the product [CH:6]1([N:1]2[CH2:5][CH2:4][CH2:3][CH2:2]2)[CH2:11][CH2:10][CH2:9][CH2:8][CH2:7]1, predict the reactants needed to synthesize it. The reactants are: [NH:1]1[CH2:5][CH2:4][CH2:3][CH2:2]1.[C:6]1(=O)[CH2:11][CH2:10][CH2:9][CH2:8][CH2:7]1.S([O-])([O-])(=O)=O.[Mg+2]. (2) Given the product [C:12]([NH:11][S:8]([C:5]1[CH:6]=[CH:7][C:2]([B:35]2[O:39][C:38]([CH3:41])([CH3:40])[C:37]([CH3:43])([CH3:42])[O:36]2)=[CH:3][C:4]=1[O:16][CH3:17])(=[O:10])=[O:9])([CH3:15])([CH3:14])[CH3:13], predict the reactants needed to synthesize it. The reactants are: Br[C:2]1[CH:7]=[CH:6][C:5]([S:8]([NH:11][C:12]([CH3:15])([CH3:14])[CH3:13])(=[O:10])=[O:9])=[C:4]([O:16][CH3:17])[CH:3]=1.BrC1C=C(OC)C=CC=1S(NC(C)(C)C)(=O)=O.[B:35]1([B:35]2[O:39][C:38]([CH3:41])([CH3:40])[C:37]([CH3:43])([CH3:42])[O:36]2)[O:39][C:38]([CH3:41])([CH3:40])[C:37]([CH3:43])([CH3:42])[O:36]1.C([O-])(=O)C.[K+]. (3) Given the product [CH3:11][C:9]1[C:8]([CH3:12])=[C:7]([CH2:13][C:14]2[CH:15]=[CH:16][C:17]([C:20]3[N:21]=[N:22][N:23]([CH3:25])[CH:24]=3)=[CH:18][CH:19]=2)[CH:6]=[C:5]2[C:10]=1[CH2:2][N:3]([CH2:27][C@@H:28]1[CH2:32][CH2:31][CH2:30][O:29]1)[C:4]2=[O:26], predict the reactants needed to synthesize it. The reactants are: O[CH:2]1[C:10]2[C:5](=[CH:6][C:7]([CH2:13][C:14]3[CH:19]=[CH:18][C:17]([C:20]4[N:21]=[N:22][N:23]([CH3:25])[CH:24]=4)=[CH:16][CH:15]=3)=[C:8]([CH3:12])[C:9]=2[CH3:11])[C:4](=[O:26])[N:3]1[CH2:27][C@@H:28]1[CH2:32][CH2:31][CH2:30][O:29]1.C([SiH](CC)CC)C.